From a dataset of Reaction yield outcomes from USPTO patents with 853,638 reactions. Predict the reaction yield, written as a fraction of the theoretical maximum amount of product (1.0 means a 100% yield; for example, 0.34 means a 34% yield). (1) The reactants are [CH3:1][C:2]1([CH3:20])[CH2:6][C:5]2[C:7]([CH3:19])=[C:8]([N:13]3[CH2:18][CH2:17][NH:16][CH2:15][CH2:14]3)[C:9]([CH3:12])=[C:10]([CH3:11])[C:4]=2[O:3]1.Br[C:22]1[CH:27]=[CH:26][C:25]([Cl:28])=[CH:24][CH:23]=1. No catalyst specified. The product is [Cl:28][C:25]1[CH:26]=[CH:27][C:22]([N:16]2[CH2:15][CH2:14][N:13]([C:8]3[C:9]([CH3:12])=[C:10]([CH3:11])[C:4]4[O:3][C:2]([CH3:20])([CH3:1])[CH2:6][C:5]=4[C:7]=3[CH3:19])[CH2:18][CH2:17]2)=[CH:23][CH:24]=1. The yield is 0.260. (2) The reactants are C([O:4][CH2:5][C:6]1[CH:11]=[CH:10][C:9]([C:12]2[CH2:13][N:14]([C:18]([O:20][C:21]([CH3:24])([CH3:23])[CH3:22])=[O:19])[CH2:15][CH2:16][CH:17]=2)=[CH:8][CH:7]=1)(=O)C. The catalyst is [Pd].C(OCC)(=O)C. The product is [OH:4][CH2:5][C:6]1[CH:7]=[CH:8][C:9]([CH:12]2[CH2:17][CH2:16][CH2:15][N:14]([C:18]([O:20][C:21]([CH3:24])([CH3:23])[CH3:22])=[O:19])[CH2:13]2)=[CH:10][CH:11]=1. The yield is 0.620. (3) The reactants are CS(O[CH2:6][C:7]1[O:11][N:10]=[C:9]([CH3:12])[C:8]=1[C:13]1[C:14]([C:19](=[O:27])[C:20]2[CH:25]=[CH:24][C:23]([Cl:26])=[CH:22][CH:21]=2)=[N:15][N:16]([CH3:18])[CH:17]=1)(=O)=O.[N-:28]=[N+:29]=[N-:30].[Na+]. The catalyst is CN(C)C=O. The product is [N:28]([CH2:6][C:7]1[O:11][N:10]=[C:9]([CH3:12])[C:8]=1[C:13]1[C:14]([C:19]([C:20]2[CH:25]=[CH:24][C:23]([Cl:26])=[CH:22][CH:21]=2)=[O:27])=[N:15][N:16]([CH3:18])[CH:17]=1)=[N+:29]=[N-:30]. The yield is 0.940. (4) The reactants are [O:1]1[C:5]2[CH:6]=[CH:7][CH:8]=[CH:9][C:4]=2[CH:3]=[C:2]1[C:10]([CH:12]1[CH2:17][CH2:16][CH2:15][CH2:14][N:13]1C(OC(C)(C)C)=O)=[O:11]. The catalyst is FC(F)(F)C(O)=O.ClCCl. The product is [O:1]1[C:5]2[CH:6]=[CH:7][CH:8]=[CH:9][C:4]=2[CH:3]=[C:2]1[C:10]([CH:12]1[CH2:17][CH2:16][CH2:15][CH2:14][NH:13]1)=[O:11]. The yield is 0.990. (5) The reactants are [NH2:1][C:2]1[N:9]=[CH:8][CH:7]=[CH:6][C:3]=1[CH:4]=O.[C:10]([O:14][C:15]([NH:17][CH2:18][CH2:19][CH2:20][C:21](=O)[CH2:22]P(=O)(OC)OC)=[O:16])([CH3:13])([CH3:12])[CH3:11].[OH-].[Na+]. The catalyst is CO. The product is [N:1]1[C:2]2[C:3](=[CH:6][CH:7]=[CH:8][N:9]=2)[CH:4]=[CH:22][C:21]=1[CH2:20][CH2:19][CH2:18][NH:17][C:15](=[O:16])[O:14][C:10]([CH3:13])([CH3:12])[CH3:11]. The yield is 0.900. (6) The reactants are [CH3:1][C@H:2]1[N:7]([C:8]2[CH:9]=[N:10][C:11]([N+:14]([O-])=O)=[CH:12][CH:13]=2)[CH2:6][CH2:5][N:4]([C:17]([O:19][C:20]([CH3:23])([CH3:22])[CH3:21])=[O:18])[CH2:3]1. The catalyst is [Pd].CO. The product is [NH2:14][C:11]1[N:10]=[CH:9][C:8]([N:7]2[CH2:6][CH2:5][N:4]([C:17]([O:19][C:20]([CH3:23])([CH3:22])[CH3:21])=[O:18])[CH2:3][C@H:2]2[CH3:1])=[CH:13][CH:12]=1. The yield is 0.810. (7) The reactants are [N:1]([CH2:4][CH2:5][O:6][CH2:7][CH2:8][O:9][CH2:10][CH2:11][OH:12])=[N+:2]=[N-:3].CCN(CC)CC.[CH3:20][S:21](Cl)(=[O:23])=[O:22].CCOC(C)=O. The catalyst is Cl. The product is [CH3:20][S:21]([O:12][CH2:11][CH2:10][O:9][CH2:8][CH2:7][O:6][CH2:5][CH2:4][N:1]=[N+:2]=[N-:3])(=[O:23])=[O:22]. The yield is 0.370. (8) The reactants are [F:1][C:2]1[CH:3]=[C:4]([C:9]2[CH:10]=[C:11]3[C:18]4([CH:22]=[C:21]([F:23])[C:20](=O)[NH:19]4)[C:17]([CH3:26])([CH3:25])[CH2:16][O:15][C:12]3=[CH:13][CH:14]=2)[CH:5]=[C:6]([F:8])[CH:7]=1.P12(SP3(SP(SP(S3)(S1)=S)(=S)S2)=S)=S.[NH3:41].C(OO)(C)(C)C. The catalyst is N1C=CC=CC=1. The product is [F:1][C:2]1[CH:3]=[C:4]([C:9]2[CH:10]=[C:11]3[C:18]4([CH:22]=[C:21]([F:23])[C:20]([NH2:41])=[N:19]4)[C:17]([CH3:25])([CH3:26])[CH2:16][O:15][C:12]3=[CH:13][CH:14]=2)[CH:5]=[C:6]([F:8])[CH:7]=1. The yield is 0.310. (9) The reactants are [F:1][C:2]1[CH:25]=[CH:24][C:5]([CH2:6][N:7]2[C:12]([CH3:13])=[CH:11][C:10]([NH:14][CH2:15][C:16]3[CH:21]=[CH:20][C:19]([F:22])=[CH:18][CH:17]=3)=[CH:9][C:8]2=[O:23])=[CH:4][CH:3]=1.C1C(=O)N([Br:33])C(=O)C1. The catalyst is C(Cl)Cl. The product is [Br:33][C:9]1[C:8](=[O:23])[N:7]([CH2:6][C:5]2[CH:4]=[CH:3][C:2]([F:1])=[CH:25][CH:24]=2)[C:12]([CH3:13])=[CH:11][C:10]=1[NH:14][CH2:15][C:16]1[CH:17]=[CH:18][C:19]([F:22])=[CH:20][CH:21]=1. The yield is 0.920.